Dataset: Forward reaction prediction with 1.9M reactions from USPTO patents (1976-2016). Task: Predict the product of the given reaction. (1) Given the reactants [C:1]([O:5][C:6]([NH:8][C@H:9]1[CH2:13][CH2:12][NH:11][CH2:10]1)=[O:7])([CH3:4])([CH3:3])[CH3:2].[F:14][C:15]1[CH:16]=[C:17]([CH:20]=[CH:21][C:22]=1[F:23])[CH2:18]Br.C(N(C(C)C)CC)(C)C.O.C(=O)(O)[O-].[Na+], predict the reaction product. The product is: [C:1]([O:5][C:6](=[O:7])[NH:8][C@H:9]1[CH2:13][CH2:12][N:11]([CH2:18][C:17]2[CH:20]=[CH:21][C:22]([F:23])=[C:15]([F:14])[CH:16]=2)[CH2:10]1)([CH3:4])([CH3:2])[CH3:3]. (2) Given the reactants [N:1]1[CH:6]=[CH:5][CH:4]=[CH:3][C:2]=1[NH:7][C:8]1[S:9][C:10]([CH:13]=[O:14])=[CH:11][N:12]=1.[BH4-].[K+], predict the reaction product. The product is: [N:1]1[CH:6]=[CH:5][CH:4]=[CH:3][C:2]=1[NH:7][C:8]1[S:9][C:10]([CH2:13][OH:14])=[CH:11][N:12]=1. (3) The product is: [CH:6]([N:19]1[CH2:20][C:21]([OH:26])([C:23]([O:25][CH3:27])=[O:24])[CH2:22]1)([C:7]1[CH:12]=[CH:11][CH:10]=[CH:9][CH:8]=1)[C:13]1[CH:18]=[CH:17][CH:16]=[CH:15][CH:14]=1. Given the reactants S(=O)(=O)(O)O.[CH:6]([N:19]1[CH2:22][C:21]([OH:26])([C:23]([OH:25])=[O:24])[CH2:20]1)([C:13]1[CH:18]=[CH:17][CH:16]=[CH:15][CH:14]=1)[C:7]1[CH:12]=[CH:11][CH:10]=[CH:9][CH:8]=1.[CH3:27]O, predict the reaction product. (4) The product is: [O:1]1[C:5]2([CH:6]=[CH:7][C:8](=[O:9])[CH:13]=[CH:14]2)[O:4][CH2:3][CH2:2]1. Given the reactants [O:1]1[C:5]2([CH:14]=[CH:13][C:8]3(OCC[O:9]3)[CH:7]=[CH:6]2)[O:4][CH2:3][CH2:2]1.O.C(O)(=O)C, predict the reaction product. (5) The product is: [CH:1]([N:14]1[CH2:13][C:12](=[CH:11][C:10]2[CH:27]=[CH:28][CH:29]=[CH:30][C:9]=2[F:8])[C:17](=[O:18])[C:16](=[CH:19][C:20]2[CH:25]=[CH:24][CH:23]=[CH:22][C:21]=2[F:26])[CH2:15]1)=[O:3]. Given the reactants [C:1](OC(=O)C)(=[O:3])C.[F:8][C:9]1[CH:30]=[CH:29][CH:28]=[CH:27][C:10]=1[CH:11]=[C:12]1[C:17](=[O:18])[C:16](=[CH:19][C:20]2[CH:25]=[CH:24][CH:23]=[CH:22][C:21]=2[F:26])[CH2:15][NH:14][CH2:13]1, predict the reaction product. (6) Given the reactants [OH-].[Na+].[CH:3]1[C:14]2[C:13](=[CH:15][CH2:16][O:17][C:18]3[CH:23]=[CH:22][C:21]([CH2:24][CH:25]([O:31][CH2:32][CH3:33])[C:26]([O:28]CC)=[O:27])=[CH:20][CH:19]=3)[C:12]3[CH:34]=[CH:35][CH:36]=[CH:37][C:11]=3[O:10][CH2:9][O:8][C:7]=2[CH:6]=[CH:5][CH:4]=1, predict the reaction product. The product is: [CH:3]1[C:14]2[C:13](=[CH:15][CH2:16][O:17][C:18]3[CH:23]=[CH:22][C:21]([CH2:24][CH:25]([O:31][CH2:32][CH3:33])[C:26]([OH:28])=[O:27])=[CH:20][CH:19]=3)[C:12]3[CH:34]=[CH:35][CH:36]=[CH:37][C:11]=3[O:10][CH2:9][O:8][C:7]=2[CH:6]=[CH:5][CH:4]=1. (7) Given the reactants [C:1]([C:3]1[N:8]=[CH:7][C:6]([N:9]2[C:16](=[O:17])[C:12]3([CH2:15][CH2:14][CH2:13]3)[N:11]([C:18]3[CH:30]=[CH:29][C:21]([C:22]([NH:24][CH2:25][CH2:26][CH2:27][OH:28])=[O:23])=[C:20]([F:31])[CH:19]=3)[C:10]2=[S:32])=[CH:5][C:4]=1[C:33]([F:36])([F:35])[F:34])#[N:2].C(N(CC)CC)C.[CH3:44][S:45](Cl)(=[O:47])=[O:46].CCOC(C)=O, predict the reaction product. The product is: [CH3:44][S:45]([O:28][CH2:27][CH2:26][CH2:25][NH:24][C:22](=[O:23])[C:21]1[CH:29]=[CH:30][C:18]([N:11]2[C:10](=[S:32])[N:9]([C:6]3[CH:7]=[N:8][C:3]([C:1]#[N:2])=[C:4]([C:33]([F:35])([F:34])[F:36])[CH:5]=3)[C:16](=[O:17])[C:12]32[CH2:13][CH2:14][CH2:15]3)=[CH:19][C:20]=1[F:31])(=[O:47])=[O:46].